From a dataset of Catalyst prediction with 721,799 reactions and 888 catalyst types from USPTO. Predict which catalyst facilitates the given reaction. (1) Reactant: [C:1]([O:5][C:6]([N:8]1[CH2:13][CH2:12][N:11]([C:14]2[CH:19]=[C:18]([CH2:20]Br)[C:17]([Br:22])=[CH:16][C:15]=2[N+:23]([O-:25])=[O:24])[CH2:10][CH2:9]1)=[O:7])([CH3:4])([CH3:3])[CH3:2].[F:26][C:27]([F:36])([F:35])[C:28]1[CH:33]=[CH:32][CH:31]=[CH:30][C:29]=1[OH:34].C(=O)([O-])[O-].[Cs+].[Cs+]. Product: [C:1]([O:5][C:6]([N:8]1[CH2:9][CH2:10][N:11]([C:14]2[CH:19]=[C:18]([CH2:20][O:34][C:29]3[CH:30]=[CH:31][CH:32]=[CH:33][C:28]=3[C:27]([F:26])([F:35])[F:36])[C:17]([Br:22])=[CH:16][C:15]=2[N+:23]([O-:25])=[O:24])[CH2:12][CH2:13]1)=[O:7])([CH3:4])([CH3:2])[CH3:3]. The catalyst class is: 39. (2) Reactant: CI.[CH3:3][CH2:4][CH2:5][CH2:6][CH2:7][CH2:8][CH3:9].C1C[O:13][CH2:12][CH2:11]1.C(C1C=CC=CC=1)C. Product: [O:13]1[C:12]2[C:6](=[CH:7][CH:8]=[CH:9][CH:11]=2)[CH2:5][CH2:4][CH2:3]1. The catalyst class is: 1. (3) Reactant: [Cl:1][C:2]1[CH:7]=[CH:6][C:5]([C:8]2[CH:13]=[CH:12][CH:11]=[CH:10][C:9]=2[CH2:14][N:15]2[CH2:20][CH2:19][N:18]([C:21]3[CH:49]=[CH:48][C:24]([C:25]([NH:27][S:28]([C:31]4[CH:36]=[CH:35][C:34]([NH:37][CH2:38][CH:39]5[CH2:44][CH2:43][O:42][CH2:41][CH2:40]5)=[C:33]([N+:45]([O-:47])=[O:46])[CH:32]=4)(=[O:30])=[O:29])=[O:26])=[C:23]([O:50][C:51]4[CH:52]=[C:53]5[C:57](=[CH:58][CH:59]=4)[NH:56][CH:55]=[CH:54]5)[CH:22]=3)[CH2:17][CH2:16]2)=[CH:4][CH:3]=1.C([BH3-])#N.[Na+]. Product: [Cl:1][C:2]1[CH:3]=[CH:4][C:5]([C:8]2[CH:13]=[CH:12][CH:11]=[CH:10][C:9]=2[CH2:14][N:15]2[CH2:16][CH2:17][N:18]([C:21]3[CH:49]=[CH:48][C:24]([C:25]([NH:27][S:28]([C:31]4[CH:36]=[CH:35][C:34]([NH:37][CH2:38][CH:39]5[CH2:44][CH2:43][O:42][CH2:41][CH2:40]5)=[C:33]([N+:45]([O-:47])=[O:46])[CH:32]=4)(=[O:30])=[O:29])=[O:26])=[C:23]([O:50][C:51]4[CH:52]=[C:53]5[C:57](=[CH:58][CH:59]=4)[NH:56][CH2:55][CH2:54]5)[CH:22]=3)[CH2:19][CH2:20]2)=[CH:6][CH:7]=1. The catalyst class is: 15. (4) Reactant: [Cl:1][C:2]1[CH:7]=[CH:6][CH:5]=[CH:4][C:3]=1[C:8]1[C:16]2[C:11](=[N:12][C:13]([O:22][C:23]3[CH:28]=[CH:27][C:26]([F:29])=[CH:25][C:24]=3[F:30])=[N:14][C:15]=2[NH:17][CH2:18][CH:19]([OH:21])[CH3:20])[N:10]([CH2:31][OH:32])[N:9]=1.C(NC(C)C)(C)C.CN(C1C=CC=CN=1)C.[C:49]1(=[O:55])[O:54][C:52](=[O:53])[CH2:51][CH2:50]1. Product: [Cl:1][C:2]1[CH:7]=[CH:6][CH:5]=[CH:4][C:3]=1[C:8]1[C:16]2[C:11](=[N:12][C:13]([O:22][C:23]3[CH:28]=[CH:27][C:26]([F:29])=[CH:25][C:24]=3[F:30])=[N:14][C:15]=2[NH:17][CH2:18][CH:19]([OH:21])[CH3:20])[N:10]([CH2:31][O:32][C:49](=[O:55])[CH2:50][CH2:51][C:52]([OH:54])=[O:53])[N:9]=1. The catalyst class is: 1. (5) Reactant: [NH2:1][C@H:2]([C:4]1[CH:18]=[CH:17][C:7]([C:8]([NH:10][CH:11]2[CH2:16][CH2:15][CH2:14][CH2:13][CH2:12]2)=[O:9])=[C:6]([F:19])[CH:5]=1)[CH3:3].Cl[C:21]1[N:26]=[C:25]([N:27]2[C@@H:31]([CH:32]([CH3:34])[CH3:33])[CH2:30][O:29][C:28]2=[O:35])[CH:24]=[CH:23][N:22]=1.CCN(C(C)C)C(C)C. Product: [CH:11]1([NH:10][C:8](=[O:9])[C:7]2[CH:17]=[CH:18][C:4]([C@@H:2]([NH:1][C:21]3[N:26]=[C:25]([N:27]4[C@@H:31]([CH:32]([CH3:33])[CH3:34])[CH2:30][O:29][C:28]4=[O:35])[CH:24]=[CH:23][N:22]=3)[CH3:3])=[CH:5][C:6]=2[F:19])[CH2:16][CH2:15][CH2:14][CH2:13][CH2:12]1. The catalyst class is: 37. (6) Reactant: C[O:2][C:3](=[O:43])[CH2:4][C:5]1[C:6]([CH2:11][CH2:12][C:13]2[C:18]([C:19]([F:22])([F:21])[F:20])=[CH:17][N:16]=[C:15]([NH:23][C:24]3[CH:29]=[CH:28][C:27]([CH:30]4[CH2:35][CH2:34][CH2:33][N:32]([C:36]([O:38][C:39]([CH3:42])([CH3:41])[CH3:40])=[O:37])[CH2:31]4)=[CH:26][CH:25]=3)[N:14]=2)=[N:7][CH:8]=[CH:9][CH:10]=1.O.[OH-].[Li+]. Product: [C:39]([O:38][C:36]([N:32]1[CH2:33][CH2:34][CH2:35][CH:30]([C:27]2[CH:28]=[CH:29][C:24]([NH:23][C:15]3[N:14]=[C:13]([CH2:12][CH2:11][C:6]4[C:5]([CH2:4][C:3]([OH:43])=[O:2])=[CH:10][CH:9]=[CH:8][N:7]=4)[C:18]([C:19]([F:20])([F:21])[F:22])=[CH:17][N:16]=3)=[CH:25][CH:26]=2)[CH2:31]1)=[O:37])([CH3:42])([CH3:40])[CH3:41]. The catalyst class is: 278.